This data is from Full USPTO retrosynthesis dataset with 1.9M reactions from patents (1976-2016). The task is: Predict the reactants needed to synthesize the given product. (1) Given the product [F:1][C:2]1[CH:10]=[CH:9][C:5]([C:6]([N:24]2[CH2:25][CH2:26][N:21]([C:19]([C:17]3[O:18][C:14]([N+:11]([O-:13])=[O:12])=[CH:15][CH:16]=3)=[O:20])[CH2:22][CH2:23]2)=[O:7])=[CH:4][CH:3]=1, predict the reactants needed to synthesize it. The reactants are: [F:1][C:2]1[CH:10]=[CH:9][C:5]([C:6](Cl)=[O:7])=[CH:4][CH:3]=1.[N+:11]([C:14]1[O:18][C:17]([C:19]([N:21]2[CH2:26][CH2:25][NH:24][CH2:23][CH2:22]2)=[O:20])=[CH:16][CH:15]=1)([O-:13])=[O:12]. (2) Given the product [C:13]1([CH3:12])[CH:18]=[CH:17][C:16]([C:2]2[NH:10][C:5]3[C:4]([CH:3]=2)=[CH:9][CH:8]=[CH:7][CH:6]=3)=[CH:15][CH:14]=1, predict the reactants needed to synthesize it. The reactants are: Br[C:2](Br)=[CH:3][C:4]1[CH:9]=[CH:8][CH:7]=[CH:6][C:5]=1[NH2:10].[CH3:12][C:13]1[CH:18]=[CH:17][C:16](B(O)O)=[CH:15][CH:14]=1.[O-]P([O-])([O-])=O.[K+].[K+].[K+].O.